Dataset: Full USPTO retrosynthesis dataset with 1.9M reactions from patents (1976-2016). Task: Predict the reactants needed to synthesize the given product. (1) Given the product [NH2:34][C:27]1[C:28]([C:30]([F:32])([F:31])[F:33])=[CH:29][C:24]([CH2:23][C@@H:22]([NH:36][C:37]([N:39]2[CH2:40][CH2:41][CH:42]([N:45]3[CH2:51][CH2:50][C:49]4[CH:52]=[CH:53][CH:54]=[CH:55][C:48]=4[NH:47][C:46]3=[O:56])[CH2:43][CH2:44]2)=[O:38])[C:21]([N:18]2[CH2:17][CH2:16][CH:15]([CH:12]3[CH2:13][CH2:14][N:9]([CH2:8][C:7]([OH:58])=[O:6])[CH2:10][CH2:11]3)[CH2:20][CH2:19]2)=[O:57])=[CH:25][C:26]=1[Cl:35], predict the reactants needed to synthesize it. The reactants are: O.[OH-].[Li+].C([O:6][C:7](=[O:58])[CH2:8][N:9]1[CH2:14][CH2:13][CH:12]([CH:15]2[CH2:20][CH2:19][N:18]([C:21](=[O:57])[C@H:22]([NH:36][C:37]([N:39]3[CH2:44][CH2:43][CH:42]([N:45]4[CH2:51][CH2:50][C:49]5[CH:52]=[CH:53][CH:54]=[CH:55][C:48]=5[NH:47][C:46]4=[O:56])[CH2:41][CH2:40]3)=[O:38])[CH2:23][C:24]3[CH:29]=[C:28]([C:30]([F:33])([F:32])[F:31])[C:27]([NH2:34])=[C:26]([Cl:35])[CH:25]=3)[CH2:17][CH2:16]2)[CH2:11][CH2:10]1)C.Cl. (2) Given the product [N:1]1([C:6]2([CH2:16][CH2:17][NH:25][CH2:24][C:20]3[S:19][CH:23]=[CH:22][CH:21]=3)[CH2:15][C:10]3([CH2:14][CH2:13][CH2:12][CH2:11]3)[O:9][CH2:8][CH2:7]2)[CH:5]=[CH:4][CH:3]=[N:2]1, predict the reactants needed to synthesize it. The reactants are: [N:1]1([C:6]2([CH2:16][CH:17]=O)[CH2:15][C:10]3([CH2:14][CH2:13][CH2:12][CH2:11]3)[O:9][CH2:8][CH2:7]2)[CH:5]=[CH:4][CH:3]=[N:2]1.[S:19]1[CH:23]=[CH:22][CH:21]=[C:20]1[CH2:24][NH2:25].[BH-](OC(C)=O)(OC(C)=O)OC(C)=O.[Na+].C(O)(C(F)(F)F)=O. (3) The reactants are: C([N:14]1[CH2:17][CH:16]([OH:18])[CH2:15]1)(C1C=CC=CC=1)C1C=CC=CC=1.[CH2:19]([O:26][C:27](Cl)=[O:28])[C:20]1[CH:25]=[CH:24][CH:23]=[CH:22][CH:21]=1.C(N(CC)CC)C. Given the product [CH2:19]([O:26][C:27]([N:14]1[CH2:17][CH:16]([OH:18])[CH2:15]1)=[O:28])[C:20]1[CH:25]=[CH:24][CH:23]=[CH:22][CH:21]=1, predict the reactants needed to synthesize it. (4) Given the product [ClH:1].[CH3:2][O:3][C:4]([C:6]1[NH:7][C:8]([C@@H:11]([NH2:13])[CH3:12])=[N:9][CH:10]=1)=[O:5], predict the reactants needed to synthesize it. The reactants are: [ClH:1].[CH3:2][O:3][C:4]([C:6]1[NH:7][C:8]([C@@H:11]([NH:13]C(OC(C)(C)C)=O)[CH3:12])=[N:9][CH:10]=1)=[O:5]. (5) Given the product [Br:1][C:2]1[CH:3]=[C:4]([NH2:22])[C:5]([NH:6][CH2:7][C:8]2[CH:18]=[CH:17][C:11]3[N:12]=[C:13]([S:15][CH3:16])[O:14][C:10]=3[CH:9]=2)=[CH:19][C:20]=1[Cl:21], predict the reactants needed to synthesize it. The reactants are: [Br:1][C:2]1[C:20]([Cl:21])=[CH:19][C:5]([NH:6][CH2:7][C:8]2[CH:18]=[CH:17][C:11]3[N:12]=[C:13]([S:15][CH3:16])[O:14][C:10]=3[CH:9]=2)=[C:4]([N+:22]([O-])=O)[CH:3]=1. (6) Given the product [CH3:1][C:2]1([CH3:9])[CH2:5][CH:4]([C:6]([NH:8][C:11](=[O:12])[NH:23][C:21]2[CH:20]=[CH:19][C:18]([O:24][C:25]3[CH:30]=[CH:29][N:28]=[C:27]([C:31]4[O:35][N:34]=[C:33]([CH3:36])[CH:32]=4)[CH:26]=3)=[C:17]([CH3:16])[N:22]=2)=[O:7])[CH2:3]1, predict the reactants needed to synthesize it. The reactants are: [CH3:1][C:2]1([CH3:9])[CH2:5][CH:4]([C:6]([NH2:8])=[O:7])[CH2:3]1.C(Cl)(=O)[C:11](Cl)=[O:12].[CH3:16][C:17]1[N:22]=[C:21]([NH2:23])[CH:20]=[CH:19][C:18]=1[O:24][C:25]1[CH:30]=[CH:29][N:28]=[C:27]([C:31]2[O:35][N:34]=[C:33]([CH3:36])[CH:32]=2)[CH:26]=1.N1C=CC=CC=1.